This data is from Experimentally validated miRNA-target interactions with 360,000+ pairs, plus equal number of negative samples. The task is: Binary Classification. Given a miRNA mature sequence and a target amino acid sequence, predict their likelihood of interaction. (1) The miRNA is mmu-miR-7663-5p with sequence GCUGCUUGGUGAUCAUCCACUGU. The protein sequence of the target gene is MWRAGRAAVACEVCQSLVKHSSGIQRNVPLQKLHLVSRSIYRSHHPALKLQRPQLRTPFQQFSSLTHLSLHKLKLSPIKYGYQPRRNFWPARLAARLLKLRYIILGSAVGGGYTAKKTFDEWKDMIPDLSDYKWIVPDFIWEIDEYIDLEKIRKALPSSEDLASLAPDLDKITESLSLLKDFFTAGSPGETAFRATDHGSESDKHYRKVSDKEKIDQLQEELLHTQLKYQRILERLEKENKELRKLVLQKDDKGIHHRKLKKSLIDMYSEVLDVLSDYDASYNTQDHLPRVVVVGDQSAG.... Result: 0 (no interaction). (2) The miRNA is hsa-miR-4536-3p with sequence UCGUGCAUAUAUCUACCACAU. The protein sequence of the target gene is MYDADEDMQYDEDDDEITPDLWQEACWIVISSYFDEKGLVRQQLDSFDEFIQMSVQRIVEDAPPIDLQAEAQHASGEVEEPPRYLLKFEQIYLSKPTHWERDGAPSPMMPNEARLRNLTYSAPLYVDITKTVIKEGEEQLQTQHQKTFIGKIPIMLRSTYCLLNGLTDRDLCELNECPLDPGGYFIINGSEKVLIAQEKMATNTVYVFAKKDSKYAYTGECRSCLENSSRPTSTIWVSMLARGGQGAKKSAIGQRIVATLPYIKQEVPIIIVFRALGFVSDRDILEHIIYDFEDPEMMEM.... Result: 0 (no interaction). (3) The miRNA is hsa-miR-324-5p with sequence CGCAUCCCCUAGGGCAUUGGUG. The protein sequence of the target gene is MAEMEKEGRPPENKRSRKPAHPVKREINEEMKNFAENTMNELLGWYGYDKVELKDGEDIEFRSYPTDGESRQHISVLKENSLPKPKLPEDSVISPYNISTGYSGLATGNGLSDSPAGSKDHGSVPIIVPLIPPPFIKPPAEDDVSNVQIMCAWCQKVGIKRYSLSMGSEVKSFCSEKCFAACRRAYFKRNKARDEDGHAENFPQQHYAKETPRLAFKNNCELLVCDWCKHIRHTKEYLDFGDGERRLQFCSAKCLNQYKMDIFYKETQANLPAGLCSTLHPPMENKAEGTGVQLLTPDSW.... Result: 1 (interaction). (4) The miRNA is hsa-miR-3140-3p with sequence AGCUUUUGGGAAUUCAGGUAGU. The protein sequence of the target gene is MDSQGRKVVVCDNGTGFVKCGYAGSNFPEHIFPALVGRPIIRSTTKVGNIEIKDLMVGDEASELRSMLEVNYPMENGIVRNWDDMKHLWDYTFGPEKLNIDTRNCKILLTEPPMNPTKNREKIVEVMFETYQFSGVYVAIQAVLTLYAQGLLTGVVVDSGDGVTHICPVYEGFSLPHLTRRLDIAGRDITRYLIKLLLLRGYAFNHSADFETVRMIKEKLCYVGYNIEQEQKLALETTVLVESYTLPDGRIIKVGGERFEAPEALFQPHLINVEGVGVAELLFNTIQAADIDTRSEFYKH.... Result: 1 (interaction). (5) The miRNA is hsa-miR-185-5p with sequence UGGAGAGAAAGGCAGUUCCUGA. The protein sequence of the target gene is MEPQRRELLAQCQQSLAQAMTEVEAVLGLLEAAGALSPGERRQLDEEAGGAKAELLLKLLLAKERDHFQDLRAALEKTQPHLLPILYLNGVVGPPQPAEGAGSTYSVLSTMPSDSESSSSLSSVGTTGKAPSPPPLLTDQQVNEKVENLSIQLRLMTRERNELRKRLAFATHGTAFDKRPYHRLNPDYERLKIQCVRAMSDLQSLQNQHTNALKRCEEVAKETDFYHTLHSRLLSDQTRLKDDVDMLRRENGQLLRERNLLQQSWEDMKRLHEEDQKEIGDLRAQQQQVLKHNGSSEILN.... Result: 1 (interaction). (6) The miRNA is hsa-miR-4487 with sequence AGAGCUGGCUGAAGGGCAG. The protein sequence of the target gene is MATDTSQGELVHPKALPLIVGAQLIHADKLGEKVEDSTMPIRRTVNSTRETPPKSKLAEGEEEKPEPDISSEESVSTVEEQENETPPATSSEAEQPKGEPENEEKEENKSSEETKKDEKDQSKEKEKKVKKTIPSWATLSASQLARAQKQTPMASSPRPKMDAILTEAIKACFQKSGASVVAIRKYIIHKYPSLELERRGYLLKQALKRELNRGVIKQVKGKGASGSFVVVQKSRKTPQKSRNRKNRSSAVDPEPQVKLEDVLPLAFTRLCEPKEASYSLIRKYVSQYYPKLRVDIRPQL.... Result: 1 (interaction). (7) The miRNA is hsa-miR-5089-5p with sequence GUGGGAUUUCUGAGUAGCAUC. The protein sequence of the target gene is MAAPAGGGGSAVSVLAPNGRRHTVKVTPSTVLLQVLEDTCRRQDFNPSEYDLKFQRTVLDLSLQWRFANLPNNAKLEMVPVSRSREGPENIVRIAFQLDDGSRLQDAFCSRQTLWELLSHFAQTRERLQQLGEKTPVCVYMRNEVTGRAALQNTTLQSLGLTGGSATIRFVIKQCDTAGKQESIAVRSKAPGSPVSSLSADQASSSTLLPLNSGEFSRGDLNHEGDANTSGTGLEGGPKPTDAQTKQSTSEPASAPFVPFSGGGQRLGGPSASLRPLTSPSANSSKSFSGPGGPSKPKKP.... Result: 0 (no interaction). (8) The miRNA is hsa-miR-4755-3p with sequence AGCCAGGCUCUGAAGGGAAAGU. The protein sequence of the target gene is MSSWSRQRPKSPGGIQPHVSRTLFLLLLLAASAWGVTLSPKDCQVFRSDHGSSISCQPPAEIPGYLPADTVHLAVEFFNLTHLPANLLQGASKLQELHLSSNGLESLSPEFLRPVPQLRVLDLTRNALTGLPPGLFQASATLDTLVLKENQLEVLEVSWLHGLKALGHLDLSGNRLRKLPPGLLANFTLLRTLDLGENQLETLPPDLLRGPLQLERLHLEGNKLQVLGKDLLLPQPDLRYLFLNGNKLARVAAGAFQGLRQLDMLDLSNNSLASVPEGLWASLGQPNWDMRDGFDISGNP.... Result: 1 (interaction). (9) The miRNA is hsa-miR-3176 with sequence ACUGGCCUGGGACUACCGG. The protein sequence of the target gene is MALPFARCWKLYRWGTKRWGVPAVESRRGISFKLEEKTAHSSLALFRGDTGVKYGLVGLEPTKVALNLERFREWAVVLGDTTVTSGRHYWEVTVKRSQQFRIGVADVDMSRDSCVGADDRSWVFSYAQRKWHSMLANEKAPIKGIGQPEKVGLLLDYEAKKLSLVDVSRISVIHTLQTDFRGPVAPAFALWDGELLTHSGLEVPKGL. Result: 0 (no interaction).